This data is from Catalyst prediction with 721,799 reactions and 888 catalyst types from USPTO. The task is: Predict which catalyst facilitates the given reaction. (1) The catalyst class is: 5. Product: [C:1]([O:9][C:10]1[CH:15]=[CH:14][C:13]([OH:16])=[C:12]([NH:17][C:26]([NH:25][C:22]2[CH:23]=[CH:24][C:19]([Cl:18])=[CH:20][CH:21]=2)=[S:27])[CH:11]=1)(=[O:8])[C:2]1[CH:3]=[CH:4][CH:5]=[CH:6][CH:7]=1. Reactant: [C:1]([O:9][C:10]1[CH:15]=[CH:14][C:13]([OH:16])=[C:12]([NH2:17])[CH:11]=1)(=[O:8])[C:2]1[CH:7]=[CH:6][CH:5]=[CH:4][CH:3]=1.[Cl:18][C:19]1[CH:24]=[CH:23][C:22]([N:25]=[C:26]=[S:27])=[CH:21][CH:20]=1. (2) Reactant: [CH2:1]([O:3]/[CH:4]=[CH:5]\[C:6]1[S:14][C:13]2[C:12](=[O:15])[N:11]([C:16]3[CH:21]=[CH:20][C:19]([O:22][CH2:23][CH2:24][N:25]4[CH2:29][CH2:28][CH2:27][CH2:26]4)=[C:18]([F:30])[CH:17]=3)[CH:10]=[N:9][C:8]=2[CH:7]=1)[CH3:2]. Product: [CH2:1]([O:3][CH2:4][CH2:5][C:6]1[S:14][C:13]2[C:12](=[O:15])[N:11]([C:16]3[CH:21]=[CH:20][C:19]([O:22][CH2:23][CH2:24][N:25]4[CH2:29][CH2:28][CH2:27][CH2:26]4)=[C:18]([F:30])[CH:17]=3)[CH:10]=[N:9][C:8]=2[CH:7]=1)[CH3:2]. The catalyst class is: 43. (3) Reactant: C([O:5][C:6]([NH:8][NH:9][C:10](=[NH:20])[C:11]1[CH:16]=[CH:15][C:14]([N+:17]([O-:19])=[O:18])=[CH:13][CH:12]=1)=O)(C)(C)C. Product: [N+:17]([C:14]1[CH:15]=[CH:16][C:11]([C:10]2[NH:9][NH:8][C:6](=[O:5])[N:20]=2)=[CH:12][CH:13]=1)([O-:19])=[O:18]. The catalyst class is: 10. (4) Reactant: [OH:1][C:2]1[N:7]([C:8]2[CH:13]=[CH:12][CH:11]=[C:10]([C:14]([F:17])([F:16])[F:15])[CH:9]=2)[N:6]=[C:5]([C:18]2[N:22]([C:23]3[CH:28]=[CH:27][CH:26]=[CH:25][CH:24]=3)[N:21]=[CH:20][CH:19]=2)[C:4](=[O:29])[CH:3]=1.[CH3:30][Si](C=[N+]=[N-])(C)C. Product: [CH3:30][O:1][C:2]1[N:7]([C:8]2[CH:13]=[CH:12][CH:11]=[C:10]([C:14]([F:15])([F:17])[F:16])[CH:9]=2)[N:6]=[C:5]([C:18]2[N:22]([C:23]3[CH:24]=[CH:25][CH:26]=[CH:27][CH:28]=3)[N:21]=[CH:20][CH:19]=2)[C:4](=[O:29])[CH:3]=1. The catalyst class is: 5.